Dataset: Full USPTO retrosynthesis dataset with 1.9M reactions from patents (1976-2016). Task: Predict the reactants needed to synthesize the given product. (1) Given the product [Br:1][C:2]1[CH:3]=[CH:4][C:5]2[N:12]([C:13]3[CH:18]=[CH:17][CH:16]=[CH:15][CH:14]=3)[C:8]([CH3:9])=[N:7][C:6]=2[CH:11]=1, predict the reactants needed to synthesize it. The reactants are: [Br:1][C:2]1[CH:3]=[CH:4][C:5]([NH:12][C:13]2[CH:18]=[CH:17][CH:16]=[CH:15][CH:14]=2)=[C:6]([CH:11]=1)[NH:7][C:8](=O)[CH3:9]. (2) Given the product [Cl:24][C:21]1[CH:22]=[CH:23][C:18]([S:15]([N:11]([C:4]2[C:5]([C:8]([N:32]3[CH2:31][C@H:30]([CH3:29])[O:35][C@H:34]([CH3:36])[CH2:33]3)=[O:9])=[N:6][CH:7]=[C:2]([Cl:1])[CH:3]=2)[CH2:12][O:13][CH3:14])(=[O:17])=[O:16])=[CH:19][C:20]=1[C:25]([F:28])([F:27])[F:26], predict the reactants needed to synthesize it. The reactants are: [Cl:1][C:2]1[CH:3]=[C:4]([N:11]([S:15]([C:18]2[CH:23]=[CH:22][C:21]([Cl:24])=[C:20]([C:25]([F:28])([F:27])[F:26])[CH:19]=2)(=[O:17])=[O:16])[CH2:12][O:13][CH3:14])[C:5]([C:8](Cl)=[O:9])=[N:6][CH:7]=1.[CH3:29][C@H:30]1[O:35][C@@H:34]([CH3:36])[CH2:33][NH:32][CH2:31]1.C(N(C(C)C)CC)(C)C.